From a dataset of Reaction yield outcomes from USPTO patents with 853,638 reactions. Predict the reaction yield, written as a fraction of the theoretical maximum amount of product (1.0 means a 100% yield; for example, 0.34 means a 34% yield). (1) The reactants are C(OC([N:8]1[CH2:13][CH2:12][CH:11]([C:14]2[C:22]3[C:17](=[CH:18][CH:19]=[C:20]([Cl:23])[CH:21]=3)[NH:16][CH:15]=2)[CH2:10][CH2:9]1)=O)(C)(C)C.C(O)(C(F)(F)F)=O.C(Cl)Cl. No catalyst specified. The product is [Cl:23][C:20]1[CH:21]=[C:22]2[C:17](=[CH:18][CH:19]=1)[NH:16][CH:15]=[C:14]2[CH:11]1[CH2:12][CH2:13][NH:8][CH2:9][CH2:10]1. The yield is 0.970. (2) The reactants are [N:1]1([N:9]2[CH2:14][CH2:13][CH2:12][CH2:11][CH2:10]2)[CH2:6][CH2:5][C:4](=O)[CH2:3][C:2]1=[O:8].[Cl:15][C:16]1[CH:21]=[CH:20][CH:19]=[CH:18][C:17]=1[NH:22][CH2:23][C:24](=O)[CH3:25].CC1C=CC(S(O)(=O)=O)=CC=1. The catalyst is C1(C)C=CC=CC=1. The product is [Cl:15][C:16]1[CH:21]=[CH:20][CH:19]=[CH:18][C:17]=1[N:22]1[C:4]2[CH2:5][CH2:6][N:1]([N:9]3[CH2:14][CH2:13][CH2:12][CH2:11][CH2:10]3)[C:2](=[O:8])[C:3]=2[C:24]([CH3:25])=[CH:23]1. The yield is 0.210. (3) The reactants are O.O.[Sn](Cl)(Cl)(Cl)Cl.[F:8][CH:9]([F:24])[O:10][C:11]1[CH:16]=[CH:15][C:14]([N+:17]([O-])=O)=[CH:13][C:12]=1[O:20][CH:21]([CH3:23])[CH3:22].[OH-].[Na+]. The catalyst is Cl.C(OCC)(=O)C. The product is [F:8][CH:9]([F:24])[O:10][C:11]1[CH:16]=[CH:15][C:14]([NH2:17])=[CH:13][C:12]=1[O:20][CH:21]([CH3:22])[CH3:23]. The yield is 0.370. (4) The reactants are [S].O.[SH-:3].[Na+].C(=O)([O-])[O-].[Na+].[Na+].F[C:12]1[CH:19]=[CH:18][C:17]([N+:20]([O-:22])=[O:21])=[CH:16][C:13]=1[CH:14]=O.Cl[CH2:24][C:25](=[O:27])[CH3:26]. The catalyst is CN1CCCC1. The product is [N+:20]([C:17]1[CH:18]=[CH:19][C:12]2[S:3][C:24]([C:25](=[O:27])[CH3:26])=[CH:14][C:13]=2[CH:16]=1)([O-:22])=[O:21]. The yield is 0.620. (5) The reactants are [Cl:1][C:2]1[CH:7]=[CH:6][C:5]([N:8]2[C:13](=[O:14])[C:12]3[CH:15]=[N:16][N:17]([C:18]4[CH:23]=[CH:22][CH:21]=[CH:20][CH:19]=4)[C:11]=3[N:10]=[C:9]2[C:24]2[CH:29]=[CH:28][C:27](I)=[CH:26][CH:25]=2)=[CH:4][CH:3]=1.C1C=CC(P(C2C(C3C(P(C4C=CC=CC=4)C4C=CC=CC=4)=CC=C4C=3C=CC=C4)=C3C(C=CC=C3)=CC=2)C2C=CC=CC=2)=CC=1.C([O-])([O-])=O.[Cs+].[Cs+].[NH:83]1[CH2:88][CH2:87][O:86][CH2:85][CH2:84]1. The catalyst is C1C=CC(/C=C/C(/C=C/C2C=CC=CC=2)=O)=CC=1.C1C=CC(/C=C/C(/C=C/C2C=CC=CC=2)=O)=CC=1.C1C=CC(/C=C/C(/C=C/C2C=CC=CC=2)=O)=CC=1.[Pd].[Pd].C1(C)C=CC=CC=1. The product is [Cl:1][C:2]1[CH:7]=[CH:6][C:5]([N:8]2[C:13](=[O:14])[C:12]3[CH:15]=[N:16][N:17]([C:18]4[CH:23]=[CH:22][CH:21]=[CH:20][CH:19]=4)[C:11]=3[N:10]=[C:9]2[C:24]2[CH:29]=[CH:28][C:27]([N:83]3[CH2:88][CH2:87][O:86][CH2:85][CH2:84]3)=[CH:26][CH:25]=2)=[CH:4][CH:3]=1. The yield is 0.700. (6) The reactants are [O:1]=[C:2]1[C:8]2[CH:9]=[CH:10][CH:11]=[CH:12][C:7]=2[O:6][C:5]2[S:13][C:14](C(O)=O)=[CH:15][C:4]=2[NH:3]1. The catalyst is C(O)(=O)C. The product is [S:13]1[C:5]2[O:6][C:7]3[CH:12]=[CH:11][CH:10]=[CH:9][C:8]=3[C:2](=[O:1])[NH:3][C:4]=2[CH:15]=[CH:14]1. The yield is 0.790. (7) The reactants are Br[C:2]1[C:3]([NH:9][C:10](=[O:13])[CH2:11]I)=[N:4][CH:5]=[C:6]([Br:8])[N:7]=1.C(N(C(C)C)CC)(C)C.[O:23]1[CH2:28][CH2:27][N:26]([CH2:29][CH2:30][NH2:31])[CH2:25][CH2:24]1.CO. The catalyst is C(#N)C.C(OCC)(=O)C. The product is [Br:8][C:6]1[N:7]=[C:2]2[N:31]([CH2:30][CH2:29][N:26]3[CH2:27][CH2:28][O:23][CH2:24][CH2:25]3)[CH2:11][C:10](=[O:13])[NH:9][C:3]2=[N:4][CH:5]=1. The yield is 0.560. (8) The reactants are [OH:1][C@@H:2]1[CH2:24][C@@H:6]2[C:7](=[O:23])[O:8][C:9]3[C@@H:10]4[CH2:17][CH2:16][C@H:15]([C@H:18]([CH3:21])[CH2:19][OH:20])[C@@:11]4([CH3:22])[CH2:12][CH2:13][C:14]=3[C@@:5]2([CH3:25])[CH2:4][CH2:3]1. The catalyst is C(Br)C=C.[Ag]=O. The product is [CH2:24]([O:20][CH2:19][C@H:18]([C@@H:15]1[C@@:11]2([CH3:22])[CH2:12][CH2:13][C:14]3[C@@:5]4([CH3:25])[CH2:4][CH2:3][C@H:2]([O:1][CH2:7][O:8][CH3:9])[CH2:24][C@@H:6]4[C:7](=[O:23])[O:8][C:9]=3[C@@H:10]2[CH2:17][CH2:16]1)[CH3:21])[CH:2]=[CH2:3]. The yield is 0.210. (9) The reactants are [CH:1]([N-:4]C(C)C)(C)[CH3:2].[Li+].CCCCCCC.O1CCCC1.C(C1C=CC=CC=1)C.C(#N)C.[C:32]([O:36][C:37]([N:39]1[CH2:44][CH2:43][CH:42]([C:45]#[N:46])[CH2:41][CH2:40]1)=[O:38])([CH3:35])([CH3:34])[CH3:33]. The catalyst is O1CCCC1. The product is [C:32]([O:36][C:37]([N:39]1[CH2:44][CH2:43][CH:42]([C:45]([NH2:46])=[CH:2][C:1]#[N:4])[CH2:41][CH2:40]1)=[O:38])([CH3:35])([CH3:33])[CH3:34]. The yield is 0.640. (10) The reactants are [Br:1][C:2]1[CH:3]=[C:4]2[C:8](=[N:9][CH:10]=1)[NH:7][CH:6]=[CH:5]2.[F:11][CH:12]([F:26])[O:13][C:14]1[CH:15]=[C:16]([CH:19]=[C:20]([O:22][CH:23]([F:25])[F:24])[CH:21]=1)[CH:17]=[O:18].[OH-].[K+].O. The catalyst is CO. The product is [F:11][CH:12]([F:26])[O:13][C:14]1[CH:15]=[C:16]([CH:17]([C:5]2[C:4]3[C:8](=[N:9][CH:10]=[C:2]([Br:1])[CH:3]=3)[NH:7][CH:6]=2)[OH:18])[CH:19]=[C:20]([O:22][CH:23]([F:24])[F:25])[CH:21]=1. The yield is 0.350.